Predict the reactants needed to synthesize the given product. From a dataset of Retrosynthesis with 50K atom-mapped reactions and 10 reaction types from USPTO. (1) Given the product Cc1cc2ccccc2nc1OCc1ccc(-c2ccc(S(=O)(=O)NC(C(=O)O)C(C)C)cc2)cc1, predict the reactants needed to synthesize it. The reactants are: COC(=O)C(NS(=O)(=O)c1ccc(-c2ccc(COc3nc4ccccc4cc3C)cc2)cc1)C(C)C. (2) Given the product CN(C)CCc1c[nH]c2ccc(Nc3ncccn3)cc12, predict the reactants needed to synthesize it. The reactants are: CN(C)CCc1c[nH]c2ccc(N)cc12.Clc1ncccn1. (3) Given the product CC(=O)Nc1nc(CCc2ccc(CC(=O)NN)cc2)cs1, predict the reactants needed to synthesize it. The reactants are: CC(=O)Nc1nc(CCc2ccc(CC(=O)O)cc2)cs1.NN. (4) Given the product CC1(C)NC(=O)N(S(=O)(=O)c2cccc3ccccc23)C1=O, predict the reactants needed to synthesize it. The reactants are: CC1(C)NC(=O)NC1=O.O=S(=O)(Cl)c1cccc2ccccc12.